From a dataset of Catalyst prediction with 721,799 reactions and 888 catalyst types from USPTO. Predict which catalyst facilitates the given reaction. (1) Reactant: [N:1]1([CH2:6][C@H:7]2[CH2:11][CH2:10][C@@H:9]([N:12]([CH2:20][C:21](O)=[O:22])[C:13]([O:15][C:16]([CH3:19])([CH3:18])[CH3:17])=[O:14])[CH2:8]2)[CH:5]=[N:4][CH:3]=[N:2]1.ON1C2C=CC=CC=2N=N1.Cl.CN(C)CCCN=C=NCC.C1(C)C=CC(S(O)(=O)=O)=CC=1.[F:57][C@@H:58]1[CH2:62][NH:61][C@H:60]([C:63]([NH2:65])=[O:64])[CH2:59]1.C(N(CC)CC)C. Product: [N:1]1([CH2:6][C@H:7]2[CH2:11][CH2:10][C@@H:9]([N:12]([CH2:20][C:21]([N:61]3[CH2:62][C@@H:58]([F:57])[CH2:59][C@H:60]3[C:63]([NH2:65])=[O:64])=[O:22])[C:13]([O:15][C:16]([CH3:17])([CH3:18])[CH3:19])=[O:14])[CH2:8]2)[CH:5]=[N:4][CH:3]=[N:2]1. The catalyst class is: 46. (2) Reactant: N1C=CC=CC=1.[F:7][C:8]([F:21])([F:20])[S:9]([O:12]S(C(F)(F)F)(=O)=O)(=[O:11])=[O:10].[CH3:22][C:23]([CH3:43])([O:25][C:26]([NH:28][C@@H:29]([CH2:35][C:36]1[CH:41]=[CH:40][C:39](O)=[CH:38][CH:37]=1)[C:30]([O:32][CH2:33][CH3:34])=[O:31])=[O:27])[CH3:24].O. Product: [CH3:43][C:23]([CH3:22])([O:25][C:26]([NH:28][C@@H:29]([CH2:35][C:36]1[CH:37]=[CH:38][C:39]([O:12][S:9]([C:8]([F:21])([F:20])[F:7])(=[O:11])=[O:10])=[CH:40][CH:41]=1)[C:30]([O:32][CH2:33][CH3:34])=[O:31])=[O:27])[CH3:24]. The catalyst class is: 4. (3) Reactant: [NH:1]([C:27]([O:29][C:30]([CH3:33])([CH3:32])[CH3:31])=[O:28])[C@H:2]([C:24]([OH:26])=O)[CH2:3][CH2:4][CH2:5][NH:6][C:7](=[NH:23])[NH:8][S:9]([C:12]1[C:21]([CH3:22])=[C:19]([CH3:20])[C:16]([O:17][CH3:18])=[CH:15][C:13]=1[CH3:14])(=[O:11])=[O:10].C(N(CC)CC)C.O=S(Cl)Cl.CO. Product: [C:30]([O:29][C:27](=[O:28])[NH:1][CH:2]1[CH2:3][CH2:4][CH2:5][N:6]([C:7](=[NH:23])[NH:8][S:9]([C:12]2[C:13]([CH3:14])=[CH:15][C:16]([O:17][CH3:18])=[C:19]([CH3:20])[C:21]=2[CH3:22])(=[O:11])=[O:10])[C:24]1=[O:26])([CH3:33])([CH3:32])[CH3:31]. The catalyst class is: 2. (4) Reactant: [CH3:1]/[C:2](=[CH:8]\[C:9]1[CH:14]=[CH:13][C:12]([N+:15]([O-])=O)=[CH:11][CH:10]=1)/[C:3]([O:5][CH2:6][CH3:7])=[O:4].[H][H]. Product: [NH2:15][C:12]1[CH:11]=[CH:10][C:9]([CH2:8][CH:2]([CH3:1])[C:3]([O:5][CH2:6][CH3:7])=[O:4])=[CH:14][CH:13]=1. The catalyst class is: 29. (5) Reactant: C(O[C:4]([C:6]1[C:7](=[O:40])[C:8]2[CH:13]=[N:12][C:11]([NH:14][C:15]3[CH:20]=[CH:19][C:18]([CH2:21][CH2:22][N:23]4[CH2:28][CH2:27][O:26][CH2:25][CH2:24]4)=[CH:17][CH:16]=3)=[N:10][C:9]=2[N:29]([C:31]2[CH:32]=[C:33]3[C:37](=[CH:38][CH:39]=2)[CH2:36][CH2:35][CH2:34]3)[CH:30]=1)=[O:5])C.[CH2:41]([NH2:43])[CH3:42]. Product: [CH2:41]([NH:43][C:4]([C:6]1[C:7](=[O:40])[C:8]2[CH:13]=[N:12][C:11]([NH:14][C:15]3[CH:16]=[CH:17][C:18]([CH2:21][CH2:22][N:23]4[CH2:28][CH2:27][O:26][CH2:25][CH2:24]4)=[CH:19][CH:20]=3)=[N:10][C:9]=2[N:29]([C:31]2[CH:32]=[C:33]3[C:37](=[CH:38][CH:39]=2)[CH2:36][CH2:35][CH2:34]3)[CH:30]=1)=[O:5])[CH3:42]. The catalyst class is: 92. (6) Reactant: [CH3:1][O:2][C:3]([C:5]1[C:10]([O:11]CC2C=CC=CC=2)=[C:9]([O:19][CH3:20])[CH:8]=[C:7]([C:21]2[O:22][CH:23]=[CH:24][CH:25]=2)[N:6]=1)=[O:4].C(O)(=O)C. Product: [CH3:1][O:2][C:3]([C:5]1[C:10]([OH:11])=[C:9]([O:19][CH3:20])[CH:8]=[C:7]([CH:21]2[CH2:25][CH2:24][CH2:23][O:22]2)[N:6]=1)=[O:4]. The catalyst class is: 381. (7) Reactant: [O:1]1[CH:5]=[CH:4][CH:3]=[C:2]1[C:6]1[CH:34]=[CH:33][C:9]([C:10]([N:12]([CH2:16][C:17]2[CH:32]=[CH:31][CH:30]=[CH:29][C:18]=2[O:19][CH2:20][CH2:21][CH2:22][CH2:23][C:24]([O:26]CC)=[O:25])[CH:13]([CH3:15])[CH3:14])=[O:11])=[CH:8][CH:7]=1.O.[OH-].[Li+].Cl. Product: [O:1]1[CH:5]=[CH:4][CH:3]=[C:2]1[C:6]1[CH:7]=[CH:8][C:9]([C:10]([N:12]([CH2:16][C:17]2[CH:32]=[CH:31][CH:30]=[CH:29][C:18]=2[O:19][CH2:20][CH2:21][CH2:22][CH2:23][C:24]([OH:26])=[O:25])[CH:13]([CH3:15])[CH3:14])=[O:11])=[CH:33][CH:34]=1. The catalyst class is: 20.